From a dataset of Reaction yield outcomes from USPTO patents with 853,638 reactions. Predict the reaction yield, written as a fraction of the theoretical maximum amount of product (1.0 means a 100% yield; for example, 0.34 means a 34% yield). (1) The reactants are S([N:11]1[C:15]2[N:16]=[CH:17][C:18]3[N:19]([C:20]([C@@H:23]4[CH2:28][CH2:27][CH2:26][N:25]([C:29]([O:31][C:32]([CH3:35])([CH3:34])[CH3:33])=[O:30])[CH2:24]4)=[N:21][CH:22]=3)[C:14]=2[CH:13]=[CH:12]1)(C1C=CC(C)=CC=1)(=O)=O.[OH-].[Na+].CCOC(C)=O.[NH4+].[Cl-]. The catalyst is O1CCOCC1. The product is [C:20]1([C@@H:23]2[CH2:28][CH2:27][CH2:26][N:25]([C:29]([O:31][C:32]([CH3:35])([CH3:34])[CH3:33])=[O:30])[CH2:24]2)[N:19]2[C:14]3[CH:13]=[CH:12][NH:11][C:15]=3[N:16]=[CH:17][C:18]2=[CH:22][N:21]=1. The yield is 0.920. (2) The reactants are C(OC([N:8](COCC[Si](C)(C)C)[C:9]1[S:10][C@:11]2([C:25]([O:27][CH3:28])=[O:26])[C@H:13]([C@:14]([C:17]3[CH:22]=[CH:21][CH:20]=[C:19]([F:23])[C:18]=3[F:24])([CH3:16])[N:15]=1)[CH2:12]2)=O)(C)(C)C.S(=O)(=O)(O)O.[N+:42]([O-])([O-:44])=[O:43].[Na+].[O-]P([O-])([O-])=O.[K+].[K+].[K+].[OH-].[Na+]. The catalyst is C(Cl)Cl. The product is [NH2:8][C:9]1[S:10][C@:11]2([C:25]([O:27][CH3:28])=[O:26])[C@H:13]([C@:14]([C:17]3[CH:22]=[C:21]([N+:42]([O-:44])=[O:43])[CH:20]=[C:19]([F:23])[C:18]=3[F:24])([CH3:16])[N:15]=1)[CH2:12]2. The yield is 0.890. (3) The yield is 0.460. The reactants are Br[C:2]1[CH:3]=[N:4][CH:5]=[CH:6][C:7]=1[C:8]1[N:16]([CH3:17])[C:15]2[CH2:14][CH2:13][NH:12][C:11](=[O:18])[C:10]=2[CH:9]=1.[C:19]([C:21]1[CH:22]=[C:23]([NH2:27])[CH:24]=[CH:25][CH:26]=1)#[CH:20]. The catalyst is [Cu]I.Cl[Pd](Cl)([P](C1C=CC=CC=1)(C1C=CC=CC=1)C1C=CC=CC=1)[P](C1C=CC=CC=1)(C1C=CC=CC=1)C1C=CC=CC=1.CN(C=O)C. The product is [NH2:27][C:23]1[CH:22]=[C:21]([C:19]#[C:20][C:2]2[CH:3]=[N:4][CH:5]=[CH:6][C:7]=2[C:8]2[N:16]([CH3:17])[C:15]3[CH2:14][CH2:13][NH:12][C:11](=[O:18])[C:10]=3[CH:9]=2)[CH:26]=[CH:25][CH:24]=1.